From a dataset of Forward reaction prediction with 1.9M reactions from USPTO patents (1976-2016). Predict the product of the given reaction. Given the reactants Cl.C(O)C.[Cl:5][C:6]1[CH:11]=[CH:10][C:9]([S:12]([CH:15]([C:27]2[CH:32]=[C:31]([F:33])[CH:30]=[CH:29][C:28]=2[F:34])[CH2:16][CH2:17][CH2:18][NH:19]C(=O)OC(C)(C)C)(=[O:14])=[O:13])=[CH:8][CH:7]=1, predict the reaction product. The product is: [ClH:5].[Cl:5][C:6]1[CH:7]=[CH:8][C:9]([S:12]([CH:15]([C:27]2[CH:32]=[C:31]([F:33])[CH:30]=[CH:29][C:28]=2[F:34])[CH2:16][CH2:17][CH2:18][NH2:19])(=[O:14])=[O:13])=[CH:10][CH:11]=1.